Predict the product of the given reaction. From a dataset of Forward reaction prediction with 1.9M reactions from USPTO patents (1976-2016). (1) Given the reactants [C:1]([O:5][C:6]([N:8]1[CH2:15][C@H:14]([OH:16])[CH2:13][C@H:9]1[C:10](O)=[O:11])=[O:7])([CH3:4])([CH3:3])[CH3:2].C1C=CC2N(O)N=NC=2C=1.O.C(Cl)CCl.Cl.[CH3:33][NH:34][CH3:35], predict the reaction product. The product is: [CH3:33][N:34]([CH3:35])[C:10]([C@@H:9]1[CH2:13][C@@H:14]([OH:16])[CH2:15][N:8]1[C:6]([O:5][C:1]([CH3:4])([CH3:3])[CH3:2])=[O:7])=[O:11]. (2) Given the reactants [Cl:1][CH2:2][CH2:3][CH2:4][C:5]([C:7]1[CH:12]=[CH:11][CH:10]=[CH:9][CH:8]=1)=[O:6].[CH3:13][C:14](=[CH2:18])[CH2:15][Mg]Cl, predict the reaction product. The product is: [Cl:1][CH2:2][CH2:3][CH2:4][C:5]([C:7]1[CH:12]=[CH:11][CH:10]=[CH:9][CH:8]=1)([OH:6])[CH2:15][C:14]([CH3:18])=[CH2:13]. (3) Given the reactants [I:1][C:2]1[CH:7]=[CH:6][C:5]([NH:8][NH2:9])=[CH:4][C:3]=1[CH3:10].[C:11]([C:14]1[CH:19]=[CH:18][CH:17]=[CH:16][CH:15]=1)(=O)[CH3:12], predict the reaction product. The product is: [I:1][C:2]1[CH:7]=[CH:6][C:5]([NH:8][N:9]=[C:11]([C:14]2[CH:19]=[CH:18][CH:17]=[CH:16][CH:15]=2)[CH3:12])=[CH:4][C:3]=1[CH3:10]. (4) Given the reactants [CH3:1][O:2][C:3]1[CH:4]=[CH:5][C:6]([NH:11][C:12]2[C:13]3[N:14]([CH:28]=[CH:29][N:30]=3)[N:15]=[C:16]([C:18]3[CH:27]=[CH:26][C:21]([C:22]([O:24]C)=[O:23])=[CH:20][CH:19]=3)[CH:17]=2)=[N:7][C:8]=1[O:9][CH3:10].[OH-].[Na+], predict the reaction product. The product is: [CH3:1][O:2][C:3]1[CH:4]=[CH:5][C:6]([NH:11][C:12]2[C:13]3[N:14]([CH:28]=[CH:29][N:30]=3)[N:15]=[C:16]([C:18]3[CH:27]=[CH:26][C:21]([C:22]([OH:24])=[O:23])=[CH:20][CH:19]=3)[CH:17]=2)=[N:7][C:8]=1[O:9][CH3:10]. (5) The product is: [CH2:9]([N:8]([CH2:16][C:17]1[CH:18]=[CH:19][CH:20]=[CH:21][CH:22]=1)[C:7]1[N:6]=[CH:5][N:4]=[C:3]2[C:2]=1[NH:1][C:45](=[O:47])[N:23]2[C:24]1[CH:25]=[CH:26][C:27]([O:39][CH2:40][CH2:41][O:42][CH3:43])=[C:28]([N:30]([CH3:38])[C:31](=[O:37])[O:32][C:33]([CH3:34])([CH3:35])[CH3:36])[CH:29]=1)[C:10]1[CH:15]=[CH:14][CH:13]=[CH:12][CH:11]=1. Given the reactants [NH2:1][C:2]1[C:3]([NH:23][C:24]2[CH:25]=[CH:26][C:27]([O:39][CH2:40][CH2:41][O:42][CH3:43])=[C:28]([N:30]([CH3:38])[C:31](=[O:37])[O:32][C:33]([CH3:36])([CH3:35])[CH3:34])[CH:29]=2)=[N:4][CH:5]=[N:6][C:7]=1[N:8]([CH2:16][C:17]1[CH:22]=[CH:21][CH:20]=[CH:19][CH:18]=1)[CH2:9][C:10]1[CH:15]=[CH:14][CH:13]=[CH:12][CH:11]=1.Cl[C:45](Cl)([O:47]C(=O)OC(Cl)(Cl)Cl)Cl, predict the reaction product. (6) Given the reactants Cl.Cl[C:3]1[N:12]=[C:11]([N:13]([C:15]2[CH:20]=[CH:19][C:18]([O:21][CH3:22])=[C:17]([O:23][CH3:24])[CH:16]=2)[CH3:14])[C:10]2[C:5](=[CH:6][CH:7]=[CH:8][CH:9]=2)[N:4]=1.Cl.[CH3:26][NH2:27].C(=O)([O-])[O-].[Na+].[Na+], predict the reaction product. The product is: [CH3:24][O:23][C:17]1[CH:16]=[C:15]([N:13]([CH3:14])[C:11]2[C:10]3[C:5](=[CH:6][CH:7]=[CH:8][CH:9]=3)[N:4]=[C:3]([NH:27][CH3:26])[N:12]=2)[CH:20]=[CH:19][C:18]=1[O:21][CH3:22]. (7) Given the reactants [H-].[Na+].CN(C=O)C.[I:8][C:9]1[CH:14]=[CH:13][C:12]([C:15]2[S:16][C:17]3[CH:23]=[C:22](O)[CH:21]=[CH:20][C:18]=3[N:19]=2)=[CH:11][CH:10]=1.[CH3:25][O:26][CH2:27]Cl, predict the reaction product. The product is: [I:8][C:9]1[CH:14]=[CH:13][C:12]([C:15]2[S:16][C:17]3[CH:23]=[C:22]([CH2:25][O:26][CH3:27])[CH:21]=[CH:20][C:18]=3[N:19]=2)=[CH:11][CH:10]=1. (8) Given the reactants [Cl:1][C:2]1[CH:7]=[CH:6][CH:5]=[CH:4][C:3]=1[C:8](=[O:22])[C:9](=[CH:13][NH:14][C:15]1[CH:20]=[CH:19][C:18]([I:21])=[CH:17][CH:16]=1)[C:10](O)=[O:11].[CH:23]1([N:29]=[C:30]=NC2CCCCC2)CCCCC1.CNC, predict the reaction product. The product is: [Cl:1][C:2]1[CH:7]=[CH:6][CH:5]=[CH:4][C:3]=1[C:8](=[O:22])[C:9](=[CH:13][NH:14][C:15]1[CH:20]=[CH:19][C:18]([I:21])=[CH:17][CH:16]=1)[C:10]([N:29]([CH3:30])[CH3:23])=[O:11]. (9) The product is: [CH2:41]([N:30]([CH2:23][C:24]1[CH:29]=[CH:28][CH:27]=[CH:26][CH:25]=1)[S:31]([C:34]1[CH:39]=[CH:38][CH:37]=[C:36]([N:3]2[C@@H:4]3[CH2:22][CH2:21][CH2:20][CH2:19][C@H:5]3[N:6]([C:7]3[CH:14]=[CH:13][C:10]([C:11]#[N:12])=[C:9]([C:15]([F:18])([F:16])[F:17])[CH:8]=3)[C:2]2=[O:1])[N:35]=1)(=[O:33])=[O:32])[C:42]1[CH:43]=[CH:44][CH:45]=[CH:46][CH:47]=1. Given the reactants [O:1]=[C:2]1[N:6]([C:7]2[CH:14]=[CH:13][C:10]([C:11]#[N:12])=[C:9]([C:15]([F:18])([F:17])[F:16])[CH:8]=2)[C@@H:5]2[CH2:19][CH2:20][CH2:21][CH2:22][C@H:4]2[NH:3]1.[CH2:23]([N:30]([CH2:41][C:42]1[CH:47]=[CH:46][CH:45]=[CH:44][CH:43]=1)[S:31]([C:34]1[CH:39]=[CH:38][CH:37]=[C:36](Br)[N:35]=1)(=[O:33])=[O:32])[C:24]1[CH:29]=[CH:28][CH:27]=[CH:26][CH:25]=1, predict the reaction product. (10) Given the reactants [O:1]=[C:2]1[NH:7][CH2:6][CH2:5][N:4]([C:8]([O:10][C:11]([CH3:14])([CH3:13])[CH3:12])=[O:9])[CH2:3]1.[H-].[Na+].[Cl:17][C:18]1[CH:27]=[CH:26][C:25]2[C:20](=[CH:21][CH:22]=[C:23]([S:28][CH2:29][CH2:30][CH2:31]Cl)[CH:24]=2)[CH:19]=1.O, predict the reaction product. The product is: [Cl:17][C:18]1[CH:19]=[C:20]2[C:25](=[CH:26][CH:27]=1)[CH:24]=[C:23]([S:28][CH2:29][CH2:30][CH2:31][N:7]1[CH2:6][CH2:5][N:4]([C:8]([O:10][C:11]([CH3:14])([CH3:13])[CH3:12])=[O:9])[CH2:3][C:2]1=[O:1])[CH:22]=[CH:21]2.